Dataset: Full USPTO retrosynthesis dataset with 1.9M reactions from patents (1976-2016). Task: Predict the reactants needed to synthesize the given product. (1) Given the product [O:1]1[CH2:5][CH2:4][CH:3]([O:6][CH:7]([C:9]2[CH:18]=[CH:17][C:12]([C:13]([OH:15])=[O:14])=[CH:11][CH:10]=2)[CH3:8])[CH2:2]1, predict the reactants needed to synthesize it. The reactants are: [O:1]1[CH2:5][CH2:4][CH:3]([O:6][CH:7]([C:9]2[CH:18]=[CH:17][C:12]([C:13]([O:15]C)=[O:14])=[CH:11][CH:10]=2)[CH3:8])[CH2:2]1.O.[OH-].[Li+].Cl. (2) The reactants are: [C:1]1([CH2:7][O:8][C:9]2[CH:17]=[CH:16][CH:15]=[CH:14][C:10]=2[C:11]([OH:13])=O)[CH:6]=[CH:5][CH:4]=[CH:3][CH:2]=1.CN(C(ON1N=NC2C=CC=NC1=2)=[N+](C)C)C.F[P-](F)(F)(F)(F)F.[NH2:42]/[C:43](/[CH3:49])=[CH:44]\[C:45]([O:47][CH3:48])=[O:46].CCOC(C)=O. Given the product [C:1]1([CH2:7][O:8][C:9]2[CH:17]=[CH:16][CH:15]=[CH:14][C:10]=2[C:11]([NH:42]/[C:43](/[CH3:49])=[CH:44]\[C:45]([O:47][CH3:48])=[O:46])=[O:13])[CH:2]=[CH:3][CH:4]=[CH:5][CH:6]=1, predict the reactants needed to synthesize it. (3) Given the product [Br:1][C:2]1[N:7]2[N:8]=[CH:9][N:10]=[C:6]2[C:5]([NH:24][C:21]2[CH:20]=[CH:19][C:18]([N:17]3[CH2:12][CH2:13][O:14][CH2:15][CH2:16]3)=[CH:23][CH:22]=2)=[N:4][CH:3]=1, predict the reactants needed to synthesize it. The reactants are: [Br:1][C:2]1[N:7]2[N:8]=[CH:9][N:10]=[C:6]2[C:5](Br)=[N:4][CH:3]=1.[CH2:12]1[N:17]([C:18]2[CH:23]=[CH:22][C:21]([NH2:24])=[CH:20][CH:19]=2)[CH2:16][CH2:15][O:14][CH2:13]1.C(N(C(C)C)C(C)C)C.